From a dataset of Reaction yield outcomes from USPTO patents with 853,638 reactions. Predict the reaction yield, written as a fraction of the theoretical maximum amount of product (1.0 means a 100% yield; for example, 0.34 means a 34% yield). The reactants are [Cl:1][C:2]1[CH:21]=[CH:20][C:5]([CH2:6][N:7]2[C:16]3[C:11](=[CH:12][CH:13]=[CH:14][CH:15]=3)[C:10]([CH:17]=O)=[CH:9][C:8]2=[O:19])=[CH:4][CH:3]=1.[S:22]1[CH2:26][C:25](=[O:27])[NH:24][C:23]1=[O:28]. The catalyst is C1(C)C=CC=CC=1.N1CCCCC1.C(O)(=O)C. The product is [Cl:1][C:2]1[CH:21]=[CH:20][C:5]([CH2:6][N:7]2[C:16]3[C:11](=[CH:12][CH:13]=[CH:14][CH:15]=3)[C:10]([CH:17]=[C:26]3[S:22][C:23](=[O:28])[NH:24][C:25]3=[O:27])=[CH:9][C:8]2=[O:19])=[CH:4][CH:3]=1. The yield is 0.500.